From a dataset of Full USPTO retrosynthesis dataset with 1.9M reactions from patents (1976-2016). Predict the reactants needed to synthesize the given product. (1) The reactants are: C[N:2](C)[CH:3]=[C:4]([C:7]1[CH:12]=[C:11]([CH3:13])[N:10]=[C:9]([CH3:14])[CH:8]=1)[C:5]#[N:6].O.[NH2:17]N. Given the product [CH3:13][C:11]1[CH:12]=[C:7]([C:4]2[CH:5]=[N:6][NH:2][C:3]=2[NH2:17])[CH:8]=[C:9]([CH3:14])[N:10]=1, predict the reactants needed to synthesize it. (2) Given the product [C:1]([O:5][C:6]([N:8]1[CH2:12][CH2:11][CH2:10][C@@H:9]1[C:13]([N:16]1[CH2:21][CH2:20][O:19][CH2:18][CH2:17]1)=[O:15])=[O:7])([CH3:2])([CH3:3])[CH3:4], predict the reactants needed to synthesize it. The reactants are: [C:1]([O:5][C:6]([N:8]1[CH2:12][CH2:11][CH2:10][C@@H:9]1[C:13]([OH:15])=O)=[O:7])([CH3:4])([CH3:3])[CH3:2].[NH:16]1[CH2:21][CH2:20][O:19][CH2:18][CH2:17]1.C(Cl)CCl.C1C=CC2N(O)N=NC=2C=1.CCN(CC)CC. (3) Given the product [C:1]([O:5][C:6]([N:8]1[CH2:13][CH2:12][CH:11]([O:14][C:15]2[CH:16]=[CH:17][C:18]([C:21](=[O:30])[CH:22]([CH3:29])[CH2:23][C:24]([OH:26])=[O:25])=[CH:19][CH:20]=2)[CH2:10][CH2:9]1)=[O:7])([CH3:4])([CH3:2])[CH3:3], predict the reactants needed to synthesize it. The reactants are: [C:1]([O:5][C:6]([N:8]1[CH2:13][CH2:12][CH:11]([O:14][C:15]2[CH:20]=[CH:19][C:18]([C:21](=[O:30])[CH:22]([CH3:29])[CH2:23][C:24]([O:26]CC)=[O:25])=[CH:17][CH:16]=2)[CH2:10][CH2:9]1)=[O:7])([CH3:4])([CH3:3])[CH3:2].[OH-].[Na+]. (4) Given the product [S:11]([NH:1][C:2]1[S:3][C:4]([CH3:10])=[C:5]([CH3:9])[C:6]=1[C:7]#[N:8])(=[O:13])(=[O:12])[NH2:14], predict the reactants needed to synthesize it. The reactants are: [NH2:1][C:2]1[S:3][C:4]([CH3:10])=[C:5]([CH3:9])[C:6]=1[C:7]#[N:8].[S:11](N)([NH2:14])(=[O:13])=[O:12]. (5) Given the product [N:19]1[C:27]2[N:22]3[C:23](=[N:28][CH:29]=[C:21]3[C:20]=1[S:30][CH:6]1[CH2:7][CH2:8][N:9]([C:12]([O:14][C:15]([CH3:16])([CH3:17])[CH3:18])=[O:13])[CH2:10][CH2:11]1)[CH:24]=[CH:25][CH:26]=2, predict the reactants needed to synthesize it. The reactants are: CS(O[CH:6]1[CH2:11][CH2:10][N:9]([C:12]([O:14][C:15]([CH3:18])([CH3:17])[CH3:16])=[O:13])[CH2:8][CH2:7]1)(=O)=O.[N:19]1[C:27]2[N:22]3[C:23](=[N:28][CH:29]=[C:21]3[C:20]=1[SH:30])[CH:24]=[CH:25][CH:26]=2.C1CCN2C(=NCCC2)CC1.